Dataset: Full USPTO retrosynthesis dataset with 1.9M reactions from patents (1976-2016). Task: Predict the reactants needed to synthesize the given product. (1) Given the product [O:1]1[CH2:6][CH2:5][CH2:4][CH2:3][CH:2]1[O:7][CH2:8][C:9]1[N:10]=[C:11]([C:14]2[CH:19]=[CH:18][CH:17]=[C:16]([C:20]([F:23])([F:21])[F:22])[CH:15]=2)[S:12][C:13]=1[CH:31]=[O:32], predict the reactants needed to synthesize it. The reactants are: [O:1]1[CH2:6][CH2:5][CH2:4][CH2:3][CH:2]1[O:7][CH2:8][C:9]1[N:10]=[C:11]([C:14]2[CH:19]=[CH:18][CH:17]=[C:16]([C:20]([F:23])([F:22])[F:21])[CH:15]=2)[S:12][CH:13]=1.C([Li])CCC.CN(C)[CH:31]=[O:32].O. (2) Given the product [CH3:20][C:6]1[N:7]=[C:8]([C:10]2[CH:11]=[CH:12][C:13]([C:16]([F:19])([F:17])[F:18])=[CH:14][CH:15]=2)[O:9][C:5]=1[CH2:3][OH:2], predict the reactants needed to synthesize it. The reactants are: C[O:2][C:3]([C:5]1[O:9][C:8]([C:10]2[CH:15]=[CH:14][C:13]([C:16]([F:19])([F:18])[F:17])=[CH:12][CH:11]=2)=[N:7][C:6]=1[CH3:20])=O.[Li+].[BH4-]. (3) Given the product [NH:3]1[CH2:4][CH2:5][N:1]=[CH:2]1.[NH:1]1[CH:5]=[CH:4][N:3]=[CH:2]1.[NH:6]1[CH:10]=[CH:9][N:8]=[N:7]1, predict the reactants needed to synthesize it. The reactants are: [NH+:1]1[CH:5]=[CH:4][NH:3][CH:2]=1.[NH+:6]1[NH:7][N:8]=[CH:9][CH:10]=1.[NH+]1C=CC=CC=1.CN(C)C1C=C[NH+]=CC=1. (4) The reactants are: [Cl:1][C:2]1[CH:7]=[C:6]([O:8][CH3:9])[CH:5]=[CH:4][C:3]=1[CH2:10][C:11]([C:13]1[CH:14]=[CH:15][C:16]2[O:21][CH2:20][C:19](=[O:22])[N:18]([CH3:23])[C:17]=2[CH:24]=1)=[O:12].[H-].[Na+].[CH3:27]I. Given the product [Cl:1][C:2]1[CH:7]=[C:6]([O:8][CH3:9])[CH:5]=[CH:4][C:3]=1[CH:10]([CH3:27])[C:11]([C:13]1[CH:14]=[CH:15][C:16]2[O:21][CH2:20][C:19](=[O:22])[N:18]([CH3:23])[C:17]=2[CH:24]=1)=[O:12], predict the reactants needed to synthesize it. (5) Given the product [CH2:1]([O:8][C:9](=[O:28])[CH2:10][CH2:11][CH2:12][CH2:13][CH2:14][NH:15][C:16](=[O:27])[CH2:17][N:18]([CH2:19][C:20]([OH:22])=[O:21])[CH2:23][C:24]([NH:49][CH2:50][CH2:51][CH2:52][CH2:53][CH2:54][C:55]([NH:57][CH2:58][CH2:59][O:60][C@@H:61]1[O:69][C@@H:68]([CH3:70])[C@@H:66]([OH:67])[C@@H:64]([OH:65])[C@@H:62]1[OH:63])=[O:56])=[O:26])[C:2]1[CH:3]=[CH:4][CH:5]=[CH:6][CH:7]=1, predict the reactants needed to synthesize it. The reactants are: [CH2:1]([O:8][C:9](=[O:28])[CH2:10][CH2:11][CH2:12][CH2:13][CH2:14][NH:15][C:16](=[O:27])[CH2:17][N:18]([CH2:23][C:24]([OH:26])=O)[CH2:19][C:20]([OH:22])=[O:21])[C:2]1[CH:7]=[CH:6][CH:5]=[CH:4][CH:3]=1.FC(F)(F)C(OC(=O)C(F)(F)F)=O.CCN(CC)CC.[NH2:49][CH2:50][CH2:51][CH2:52][CH2:53][CH2:54][C:55]([NH:57][CH2:58][CH2:59][O:60][C@@H:61]1[O:69][C@@H:68]([CH3:70])[C@@H:66]([OH:67])[C@@H:64]([OH:65])[C@@H:62]1[OH:63])=[O:56]. (6) Given the product [CH:25]1([O:14][C:11]2[N:12]=[C:13]3[C:5]([C:3](=[O:4])[C:2]([CH3:24])([CH3:23])[CH3:1])=[CH:6][N:7]([CH2:15][O:16][CH2:17][CH2:18][Si:19]([CH3:20])([CH3:22])[CH3:21])[C:8]3=[N:9][CH:10]=2)[CH2:29][CH2:28][CH2:27][CH2:26]1, predict the reactants needed to synthesize it. The reactants are: [CH3:1][C:2]([CH3:24])([CH3:23])[C:3]([C:5]1[C:13]2[NH:12][C:11](=[O:14])[CH:10]=[N:9][C:8]=2[N:7]([CH2:15][O:16][CH2:17][CH2:18][Si:19]([CH3:22])([CH3:21])[CH3:20])[CH:6]=1)=[O:4].[CH:25]1(O)[CH2:29][CH2:28][CH2:27][CH2:26]1.C(P(CCCC)CCCC)CCC.N(C(OC(C)C)=O)=NC(OC(C)C)=O. (7) Given the product [Br:1][C:2]1[CH:7]=[CH:6][CH:5]=[CH:4][C:3]=1[O:8][C:11]1[CH:10]=[N:9][CH:14]=[CH:13][CH:12]=1, predict the reactants needed to synthesize it. The reactants are: [Br:1][C:2]1[CH:7]=[CH:6][CH:5]=[CH:4][C:3]=1[OH:8].[N:9]1[CH:14]=[CH:13][CH:12]=[C:11](B(O)O)[CH:10]=1.N1C=CC=CC=1.ClCCl. (8) Given the product [C:1]([O:5][C:6]([NH:8][NH:9][CH:10]1[CH2:15][CH2:14][N:13]([C:16]([O:18][C:19]([CH3:22])([CH3:21])[CH3:20])=[O:17])[CH2:12][CH2:11]1)=[O:7])([CH3:4])([CH3:3])[CH3:2], predict the reactants needed to synthesize it. The reactants are: [C:1]([O:5][C:6]([NH:8][N:9]=[C:10]1[CH2:15][CH2:14][N:13]([C:16]([O:18][C:19]([CH3:22])([CH3:21])[CH3:20])=[O:17])[CH2:12][CH2:11]1)=[O:7])([CH3:4])([CH3:3])[CH3:2].C([BH3-])#N.[Na+]. (9) Given the product [Br:1][C:2]1[N:7]=[C:6]2[N:8]([CH2:9][C:10]3[CH:11]=[C:12]4[C:17](=[CH:18][CH:19]=3)[N:16]=[CH:15][CH:14]=[CH:13]4)[N:21]=[N:20][C:5]2=[N:4][CH:3]=1, predict the reactants needed to synthesize it. The reactants are: [Br:1][C:2]1[N:7]=[C:6]([NH:8][CH2:9][C:10]2[CH:11]=[C:12]3[C:17](=[CH:18][CH:19]=2)[N:16]=[CH:15][CH:14]=[CH:13]3)[C:5]([NH2:20])=[N:4][CH:3]=1.[N:21]([O-])=O.[Na+].